Dataset: Reaction yield outcomes from USPTO patents with 853,638 reactions. Task: Predict the reaction yield, written as a fraction of the theoretical maximum amount of product (1.0 means a 100% yield; for example, 0.34 means a 34% yield). The reactants are [C:1]([C:3]1[N:7]2[N:8]=[C:9]([C:12]3[CH:17]=[CH:16][C:15]([C:18]([N:20]4[CH2:25][CH2:24][O:23][CH2:22][CH2:21]4)=[O:19])=[CH:14][CH:13]=3)[CH:10]=[CH:11][C:6]2=[N:5][CH:4]=1)#[CH:2].I[C:27]1[CH:32]=[C:31]([NH2:33])[N:30]=[C:29]2[NH:34][CH:35]=[CH:36][C:28]=12. No catalyst specified. The product is [NH2:33][C:31]1[N:30]=[C:29]2[NH:34][CH:35]=[CH:36][C:28]2=[C:27]([C:2]#[C:1][C:3]2[N:7]3[N:8]=[C:9]([C:12]4[CH:13]=[CH:14][C:15]([C:18]([N:20]5[CH2:21][CH2:22][O:23][CH2:24][CH2:25]5)=[O:19])=[CH:16][CH:17]=4)[CH:10]=[CH:11][C:6]3=[N:5][CH:4]=2)[CH:32]=1. The yield is 0.950.